Dataset: Reaction yield outcomes from USPTO patents with 853,638 reactions. Task: Predict the reaction yield, written as a fraction of the theoretical maximum amount of product (1.0 means a 100% yield; for example, 0.34 means a 34% yield). (1) The reactants are [NH2:1][C:2]1[S:3][C:4]2[CH:10]=[C:9]([C:11]#[N:12])[CH:8]=[C:7](Br)[C:5]=2[N:6]=1.[N+:14]([C:17]1[CH:18]=[C:19](B(O)O)[CH:20]=[CH:21][CH:22]=1)([O-:16])=[O:15].C1(P(C2C=CC=CC=2)C2C=CC=CC=2)C=CC=CC=1.C([O-])([O-])=O.[Na+].[Na+]. The catalyst is O1CCOCC1.C(O)C.O.CC([O-])=O.CC([O-])=O.[Pd+2].ClCCl. The product is [NH2:1][C:2]1[S:3][C:4]2[CH:10]=[C:9]([C:11]#[N:12])[CH:8]=[C:7]([C:21]3[CH:20]=[CH:19][CH:18]=[C:17]([N+:14]([O-:16])=[O:15])[CH:22]=3)[C:5]=2[N:6]=1. The yield is 0.450. (2) The reactants are [F:1][C:2]1[CH:7]=[CH:6][C:5]([CH2:8][C:9]([N:11]2[CH2:15][CH:14]([N:16]3[CH2:21][CH2:20][O:19][CH2:18][CH2:17]3)[CH2:13][N:12]2[C:22]([C:24]2[CH:29]=[CH:28][N:27]=[C:26]([O:30][C:31]3[CH:36]=[CH:35][CH:34]=[CH:33][CH:32]=3)[N:25]=2)=O)=[O:10])=[CH:4][CH:3]=1.[H-].[Na+]. The catalyst is CN(C=O)C. The product is [F:1][C:2]1[CH:3]=[CH:4][C:5]([C:8]2[C:9](=[O:10])[N:11]3[CH2:15][CH:14]([N:16]4[CH2:17][CH2:18][O:19][CH2:20][CH2:21]4)[CH2:13][N:12]3[C:22]=2[C:24]2[CH:29]=[CH:28][N:27]=[C:26]([O:30][C:31]3[CH:32]=[CH:33][CH:34]=[CH:35][CH:36]=3)[N:25]=2)=[CH:6][CH:7]=1. The yield is 0.200. (3) The reactants are [Br:1][C:2]1[CH:10]=[CH:9][C:5]([C:6]([OH:8])=O)=[C:4]([CH3:11])[CH:3]=1.[CH:12]1([NH2:15])[CH2:14][CH2:13]1.C(Cl)CCl. The catalyst is ClCCl. The product is [Br:1][C:2]1[CH:10]=[CH:9][C:5]([C:6]([NH:15][CH:12]2[CH2:14][CH2:13]2)=[O:8])=[C:4]([CH3:11])[CH:3]=1. The yield is 0.730. (4) The reactants are [OH:1][CH2:2][C:3]1[CH:8]=[CH:7][C:6]([N+:9]([O-:11])=[O:10])=[CH:5][C:4]=1[CH2:12][CH2:13][OH:14].C(N(CC)CC)C.[CH3:22][S:23](Cl)(=[O:25])=[O:24]. The catalyst is C(Cl)Cl. The product is [CH3:22][S:23]([O:1][CH2:2][C:3]1[CH:8]=[CH:7][C:6]([N+:9]([O-:11])=[O:10])=[CH:5][C:4]=1[CH2:12][CH2:13][O:14][S:23]([CH3:22])(=[O:25])=[O:24])(=[O:25])=[O:24]. The yield is 0.870. (5) The reactants are [C:1]([NH:9][C:10]1[CH:30]=[CH:29][N:13]([C@@H:14]2[O:28][C@H:18]([CH2:19][O:20][Si:21]([C:24]([CH3:27])([CH3:26])[CH3:25])([CH3:23])[CH3:22])[C@@H:16]([OH:17])[CH2:15]2)[C:12](=[O:31])[N:11]=1)(=[O:8])[C:2]1[CH:7]=[CH:6][CH:5]=[CH:4][CH:3]=1.[CH3:32][S:33]([CH3:35])=O.C(OC(=O)C)(=O)C.C([O-])(O)=O.[Na+]. The catalyst is CCOC(C)=O.C(O)(=O)C. The product is [C:1]([NH:9][C:10]1[CH:30]=[CH:29][N:13]([C@@H:14]2[O:28][C@H:18]([CH2:19][O:20][Si:21]([C:24]([CH3:25])([CH3:26])[CH3:27])([CH3:23])[CH3:22])[C@@H:16]([O:17][CH2:32][S:33][CH3:35])[CH2:15]2)[C:12](=[O:31])[N:11]=1)(=[O:8])[C:2]1[CH:3]=[CH:4][CH:5]=[CH:6][CH:7]=1. The yield is 0.730. (6) The reactants are Cl.Cl.[CH:3]([N:6]([C:8]([C:10]1[N:19]=[C:18]2[N:12]([CH2:13][CH2:14][O:15][C:16]3[CH:23]=[C:22]([Br:24])[CH:21]=[CH:20][C:17]=32)[CH:11]=1)=[O:9])[NH2:7])([CH3:5])[CH3:4].[CH3:25][O:26][CH2:27][C:28](Cl)=[O:29]. The catalyst is C(Cl)Cl. The product is [CH:3]([N:6]([C:8]([C:10]1[N:19]=[C:18]2[N:12]([CH2:13][CH2:14][O:15][C:16]3[CH:23]=[C:22]([Br:24])[CH:21]=[CH:20][C:17]=32)[CH:11]=1)=[O:9])[NH:7][C:28](=[O:29])[CH2:27][O:26][CH3:25])([CH3:5])[CH3:4]. The yield is 0.860.